Dataset: Reaction yield outcomes from USPTO patents with 853,638 reactions. Task: Predict the reaction yield, written as a fraction of the theoretical maximum amount of product (1.0 means a 100% yield; for example, 0.34 means a 34% yield). The yield is 0.110. The reactants are Cl.C(C=[P:5]([C:18]1[CH:23]=[CH:22][CH:21]=[CH:20][CH:19]=1)([C:12]1[CH:17]=[CH:16][CH:15]=[CH:14][CH:13]=1)[C:6]1[CH:11]=[CH:10][CH:9]=[CH:8][CH:7]=1)#N.[OH-:24].[Na+].[CH2:26]([C:34]1[CH:39]=[CH:38][C:37]([C:40]2[CH:45]=[CH:44][C:43](C(O)=O)=[CH:42][CH:41]=2)=[CH:36][CH:35]=1)[CH2:27][CH2:28][CH2:29][CH2:30][CH2:31][CH2:32][CH3:33].CCN=C=N[CH2:54][CH2:55][CH2:56][N:57](C)C.Cl. The catalyst is O.CN(C1C=CN=CC=1)C. The product is [CH2:26]([C:34]1([C:54](=[O:24])[C:55](=[P:5]([C:6]2[CH:11]=[CH:10][CH:9]=[CH:8][CH:7]=2)([C:18]2[CH:19]=[CH:20][CH:21]=[CH:22][CH:23]=2)[C:12]2[CH:13]=[CH:14][CH:15]=[CH:16][CH:17]=2)[C:56]#[N:57])[CH:35]=[CH:36][C:37]([C:40]2[CH:41]=[CH:42][CH:43]=[CH:44][CH:45]=2)=[CH:38][CH2:39]1)[CH2:27][CH2:28][CH2:29][CH2:30][CH2:31][CH2:32][CH3:33].